The task is: Predict the product of the given reaction.. This data is from Forward reaction prediction with 1.9M reactions from USPTO patents (1976-2016). Given the reactants [Br:1][C:2]1[CH:3]=[CH:4][C:5]2[O:14][C:13]3[C:12](=[O:15])[NH:11][C:10]([CH2:16][N:17]4C(=O)C5C(=CC=CC=5)C4=O)=[N:9][C:8]=3[C:6]=2[CH:7]=1.O.NN, predict the reaction product. The product is: [NH2:17][CH2:16][C:10]1[NH:11][C:12](=[O:15])[C:13]2[O:14][C:5]3[CH:4]=[CH:3][C:2]([Br:1])=[CH:7][C:6]=3[C:8]=2[N:9]=1.